From a dataset of Full USPTO retrosynthesis dataset with 1.9M reactions from patents (1976-2016). Predict the reactants needed to synthesize the given product. (1) Given the product [F:1][C:2]1([F:18])[CH2:6][CH2:5][CH:4]([C:7]([OH:9])=[O:8])[CH2:3]1, predict the reactants needed to synthesize it. The reactants are: [F:1][C:2]1([F:18])[CH2:6][CH2:5][CH:4]([C:7]([O:9][C@H](C2C=CC=CC=2)C)=[O:8])[CH2:3]1. (2) Given the product [Br:26][C:21]1[CH:20]=[C:19]([CH:24]=[C:23]([Br:25])[CH:22]=1)[CH2:18][N:14]1[CH:15]=[CH:16][CH:17]=[C:12]([C:10]([NH:9][C@@H:5]([CH2:4][CH2:3][CH2:2][NH:1][C:39](=[NH:44])[CH3:40])[C:6]([OH:8])=[O:7])=[O:11])[C:13]1=[O:27].[C:28]([OH:34])([C:30]([F:33])([F:32])[F:31])=[O:29], predict the reactants needed to synthesize it. The reactants are: [NH2:1][CH2:2][CH2:3][CH2:4][C@H:5]([NH:9][C:10]([C:12]1[C:13](=[O:27])[N:14]([CH2:18][C:19]2[CH:24]=[C:23]([Br:25])[CH:22]=[C:21]([Br:26])[CH:20]=2)[CH:15]=[CH:16][CH:17]=1)=[O:11])[C:6]([OH:8])=[O:7].[C:28]([OH:34])([C:30]([F:33])([F:32])[F:31])=[O:29].C(O)C.Cl.[C:39](=[NH:44])(OCC)[CH3:40]. (3) Given the product [ClH:36].[CH2:1]([N:4]1[C:8]2=[C:9]([N:24]3[CH2:33][CH2:32][C:31]4[C:26](=[CH:27][CH:28]=[CH:29][CH:30]=4)[CH2:25]3)[N:10]=[C:11]([C:13]([NH:15][CH2:16][C:17]3[CH:22]=[CH:21][C:20]([CH3:23])=[CH:19][CH:18]=3)=[O:14])[CH:12]=[C:7]2[C:6]([CH3:34])=[C:5]1[CH3:35])[CH:2]=[CH2:3], predict the reactants needed to synthesize it. The reactants are: [CH2:1]([N:4]1[C:8]2=[C:9]([N:24]3[CH2:33][CH2:32][C:31]4[C:26](=[CH:27][CH:28]=[CH:29][CH:30]=4)[CH2:25]3)[N:10]=[C:11]([C:13]([NH:15][CH2:16][C:17]3[CH:22]=[CH:21][C:20]([CH3:23])=[CH:19][CH:18]=3)=[O:14])[CH:12]=[C:7]2[C:6]([CH3:34])=[C:5]1[CH3:35])[CH:2]=[CH2:3].[ClH:36]. (4) Given the product [Cl:21][C:22]1[CH:27]=[CH:26][C:25]([CH2:28][C:29]([NH:1][C:2]2[CH:11]=[CH:10][CH:9]=[C:8]3[C:3]=2[CH:4]=[CH:5][N:6]([C:13]2[C:14]([O:19][CH3:20])=[N:15][CH:16]=[CH:17][CH:18]=2)[C:7]3=[O:12])=[O:30])=[CH:24][C:23]=1[C:32]([F:33])([F:34])[F:35], predict the reactants needed to synthesize it. The reactants are: [NH2:1][C:2]1[CH:11]=[CH:10][CH:9]=[C:8]2[C:3]=1[CH:4]=[CH:5][N:6]([C:13]1[C:14]([O:19][CH3:20])=[N:15][CH:16]=[CH:17][CH:18]=1)[C:7]2=[O:12].[Cl:21][C:22]1[CH:27]=[CH:26][C:25]([CH2:28][C:29](O)=[O:30])=[CH:24][C:23]=1[C:32]([F:35])([F:34])[F:33].F[P-](F)(F)(F)(F)F.C[N+](C)=C(N(C)C)ON1C2N=CC=CC=2N=N1.C(N(CC)C(C)C)(C)C. (5) Given the product [O:1]([C:8]1[CH:9]=[CH:10][C:11]([NH:14][C:15]([C:17]2[NH:18][C:19]3[C:24]([CH:25]=2)=[CH:23][C:22]([Cl:26])=[CH:21][C:20]=3[NH:27][CH:32]2[CH2:36][CH2:35][CH2:34][CH2:33]2)=[O:16])=[CH:12][CH:13]=1)[C:2]1[CH:7]=[CH:6][CH:5]=[CH:4][CH:3]=1, predict the reactants needed to synthesize it. The reactants are: [O:1]([C:8]1[CH:13]=[CH:12][C:11]([NH:14][C:15]([C:17]2[NH:18][C:19]3[C:24]([CH:25]=2)=[CH:23][C:22]([Cl:26])=[CH:21][C:20]=3[NH2:27])=[O:16])=[CH:10][CH:9]=1)[C:2]1[CH:7]=[CH:6][CH:5]=[CH:4][CH:3]=1.C(O)(=O)C.[C:32]1(=O)[CH2:36][CH2:35][CH2:34][CH2:33]1.C(O[BH-](OC(=O)C)OC(=O)C)(=O)C.[Na+]. (6) Given the product [CH2:19]([O:18][C:16](=[O:17])[CH:10]([NH:9][C:24](=[O:25])[CH2:23][C:22]([CH3:28])([CH3:27])[CH3:21])[C:11]([O:13][CH2:14][CH3:15])=[O:12])[CH3:20], predict the reactants needed to synthesize it. The reactants are: C(N(CC)CC)C.Cl.[NH2:9][CH:10]([C:16]([O:18][CH2:19][CH3:20])=[O:17])[C:11]([O:13][CH2:14][CH3:15])=[O:12].[CH3:21][C:22]([CH3:28])([CH3:27])[CH2:23][C:24](Cl)=[O:25].O. (7) Given the product [Cl:23][C:22]1[C:16]2[O:15][CH2:14][C@H:13]([CH2:12][N:28]3[CH2:32][CH2:31][CH2:30][CH2:29]3)[O:18][C:17]=2[CH:19]=[C:20]([S:24]([CH3:27])(=[O:25])=[O:26])[CH:21]=1, predict the reactants needed to synthesize it. The reactants are: CC1C=CC(S(O[CH2:12][C@@H:13]2[O:18][C:17]3[CH:19]=[C:20]([S:24]([CH3:27])(=[O:26])=[O:25])[CH:21]=[C:22]([Cl:23])[C:16]=3[O:15][CH2:14]2)(=O)=O)=CC=1.[NH:28]1[CH2:32][CH2:31][CH2:30][CH2:29]1. (8) Given the product [CH3:3][C:2]1([CH3:1])[CH2:4][O:9][C:7](=[O:8])[C@@H:6]1[O:10][CH:24]1[CH2:25][CH2:26][CH2:27][CH2:28][O:23]1, predict the reactants needed to synthesize it. The reactants are: [CH3:1][C:2]([CH:6]1[O:10][O:9][C:7]1=[O:8])([CH2:4]O)[CH3:3].O.C1(C)C=CC(S(O)(=O)=O)=CC=1.[O:23]1[CH:28]=[CH:27][CH2:26][CH2:25][CH2:24]1.O. (9) Given the product [Br:1][C:2]1[CH:10]=[CH:9][C:5]([C:6]([O:8][CH3:13])=[O:7])=[C:4]([CH3:11])[CH:3]=1, predict the reactants needed to synthesize it. The reactants are: [Br:1][C:2]1[CH:10]=[CH:9][C:5]([C:6]([OH:8])=[O:7])=[C:4]([CH3:11])[CH:3]=1.Cl.[CH3:13]O. (10) Given the product [Br:1][C:2]1[CH:3]=[C:4]2[C:9](=[CH:10][CH:11]=1)[C:8](=[O:12])[N:7]([CH2:13][CH2:14][C:15]1[CH:20]=[CH:19][CH:18]=[CH:17][CH:16]=1)[CH2:6][CH2:5]2, predict the reactants needed to synthesize it. The reactants are: [Br:1][C:2]1[CH:3]=[C:4]2[C:9](=[CH:10][CH:11]=1)[C:8]([OH:12])=[N:7][CH2:6][CH2:5]2.[CH2:13](Br)[CH2:14][C:15]1[CH:20]=[CH:19][CH:18]=[CH:17][CH:16]=1.[OH-].[Na+].